From a dataset of Forward reaction prediction with 1.9M reactions from USPTO patents (1976-2016). Predict the product of the given reaction. (1) Given the reactants [CH2:1]([C:5]1[NH:21][C:8]2=[C:9]([C:19]#[N:20])[C:10]([CH3:18])=[C:11]([CH2:14][CH2:15][CH2:16][CH3:17])[C:12](=O)[N:7]2[N:6]=1)[CH2:2][CH2:3][CH3:4].P(Cl)(Cl)([Cl:24])=O, predict the reaction product. The product is: [CH2:1]([C:5]1[N:21]=[C:8]2[C:9]([C:19]#[N:20])=[C:10]([CH3:18])[C:11]([CH2:14][CH2:15][CH2:16][CH3:17])=[C:12]([Cl:24])[N:7]2[N:6]=1)[CH2:2][CH2:3][CH3:4]. (2) The product is: [CH:32]1([C:8]2[C:7]([C:5]3[NH:1][C:2]([O:6][CH3:38])=[N:3][N:4]=3)=[CH:29][C:11]([C:12]([N:14]3[CH2:15][CH2:16][C:17]([C:21]4[CH:22]=[CH:23][C:24]([C:25]#[N:26])=[CH:27][CH:28]=4)([F:20])[CH2:18][CH2:19]3)=[O:13])=[C:10]([CH2:30][CH3:31])[CH:9]=2)[CH2:35][CH2:34][CH2:33]1. Given the reactants [NH2:1][C:2]1[O:6][C:5]([C:7]2[C:8]([CH:32]3[CH2:35][CH2:34][CH2:33]3)=[CH:9][C:10]([CH2:30][CH3:31])=[C:11]([CH:29]=2)[C:12]([N:14]2[CH2:19][CH2:18][C:17]([C:21]3[CH:28]=[CH:27][C:24]([C:25]#[N:26])=[CH:23][CH:22]=3)([F:20])[CH2:16][CH2:15]2)=[O:13])=[N:4][N:3]=1.[OH-].[K+].[CH3:38]O, predict the reaction product. (3) Given the reactants [F:1][C:2]([F:22])([F:21])[O:3][C:4]1[CH:9]=[CH:8][C:7](OS(C2C=CC(C)=CC=2)(=O)=O)=[CH:6][CH:5]=1.[CH:23]#[C:24][CH2:25][CH2:26][CH2:27][CH2:28][CH3:29], predict the reaction product. The product is: [C:23]([C:7]1[CH:6]=[CH:5][C:4]([O:3][C:2]([F:1])([F:21])[F:22])=[CH:9][CH:8]=1)#[C:24][CH2:25][CH2:26][CH2:27][CH2:28][CH3:29]. (4) Given the reactants C[O:2][C:3]([C:5]1[N:9]=[CH:8][N:7]([C:10]([C:23]2[CH:28]=[CH:27][CH:26]=[CH:25][CH:24]=2)([C:17]2[CH:22]=[CH:21][CH:20]=[CH:19][CH:18]=2)[C:11]2[CH:16]=[CH:15][CH:14]=[CH:13][CH:12]=2)[N:6]=1)=[O:4].[OH-].[Na+].O.Cl, predict the reaction product. The product is: [C:10]([N:7]1[CH:8]=[N:9][C:5]([C:3]([OH:4])=[O:2])=[N:6]1)([C:17]1[CH:22]=[CH:21][CH:20]=[CH:19][CH:18]=1)([C:11]1[CH:16]=[CH:15][CH:14]=[CH:13][CH:12]=1)[C:23]1[CH:28]=[CH:27][CH:26]=[CH:25][CH:24]=1.